Dataset: Full USPTO retrosynthesis dataset with 1.9M reactions from patents (1976-2016). Task: Predict the reactants needed to synthesize the given product. (1) Given the product [CH3:1][O:2][C:3]1[C:4](=[O:26])[C:5]([CH3:25])=[C:6]([CH2:12][C:13]2[CH:14]=[C:15]([CH2:19][CH2:20][CH2:21][C:22]([N:27]3[CH2:32][CH2:31][O:30][CH2:29][CH2:28]3)=[O:24])[CH:16]=[CH:17][CH:18]=2)[C:7](=[O:11])[C:8]=1[O:9][CH3:10], predict the reactants needed to synthesize it. The reactants are: [CH3:1][O:2][C:3]1[C:4](=[O:26])[C:5]([CH3:25])=[C:6]([CH2:12][C:13]2[CH:14]=[C:15]([CH2:19][CH2:20][CH2:21][C:22]([OH:24])=O)[CH:16]=[CH:17][CH:18]=2)[C:7](=[O:11])[C:8]=1[O:9][CH3:10].[NH:27]1[CH2:32][CH2:31][O:30][CH2:29][CH2:28]1. (2) Given the product [CH2:8]([N:10]1[C:14](=[S:38])[C:13](=[CH:16][C:17]2[O:18][C:19]([C:22]3[CH:27]=[CH:26][CH:25]=[CH:24][CH:23]=3)=[CH:20][CH:21]=2)[O:12][C:11]1=[S:28])[CH3:9], predict the reactants needed to synthesize it. The reactants are: C1(C)C=CC=CC=1.[CH2:8]([N:10]1[C:14](=O)[C:13](=[CH:16][C:17]2[O:18][C:19]([C:22]3[CH:27]=[CH:26][CH:25]=[CH:24][CH:23]=3)=[CH:20][CH:21]=2)[O:12][C:11]1=[S:28])[CH3:9].COC1C=CC(P2(SP(C3C=CC(OC)=CC=3)(=S)S2)=[S:38])=CC=1. (3) Given the product [CH3:1][O:2][C:3]1[CH:4]=[C:5]2[C:6]([C:16]([OH:17])=[CH:11][CH:10]=[N:9]2)=[CH:7][CH:8]=1, predict the reactants needed to synthesize it. The reactants are: [CH3:1][O:2][C:3]1[CH:4]=[C:5]([NH:9][CH:10]=[C:11]2[C:16](=[O:17])OC(C)(C)OC2=O)[CH:6]=[CH:7][CH:8]=1. (4) Given the product [NH2:25][C@@H:9]([CH2:8][NH2:7])[CH2:10][CH2:11][CH2:12][C:13]1[CH:18]=[CH:17][C:16]([O:19][CH2:20][C@H:21]([OH:24])[CH2:22][OH:23])=[CH:15][CH:14]=1, predict the reactants needed to synthesize it. The reactants are: C(OC(=O)[NH:7][CH2:8][C@H:9]([NH:25]C(OC(C)(C)C)=O)[CH2:10][CH2:11][CH2:12][C:13]1[CH:18]=[CH:17][C:16]([O:19][CH2:20][C@H:21]([OH:24])[CH2:22][OH:23])=[CH:15][CH:14]=1)(C)(C)C.Cl. (5) Given the product [C:21]1([C:8]([C:9]2[CH:14]=[CH:13][CH:12]=[CH:11][CH:10]=2)([C:15]2[CH:16]=[CH:17][CH:18]=[CH:19][CH:20]=2)[N:6]2[CH:7]=[C:3]([CH:2]=[O:1])[N:4]=[CH:5]2)[CH:26]=[CH:25][CH:24]=[CH:23][CH:22]=1, predict the reactants needed to synthesize it. The reactants are: [OH:1][CH2:2][C:3]1[N:4]=[CH:5][N:6]([C:8]([C:21]2[CH:26]=[CH:25][CH:24]=[CH:23][CH:22]=2)([C:15]2[CH:20]=[CH:19][CH:18]=[CH:17][CH:16]=2)[C:9]2[CH:14]=[CH:13][CH:12]=[CH:11][CH:10]=2)[CH:7]=1.CCN(CC)CC.O. (6) Given the product [CH2:24]([NH:31][C:2]1[CH:3]=[CH:4][CH:5]=[C:6]([C:8]2[N:12]3[CH:13]=[CH:14][N:15]=[C:16]([N:17]4[CH2:22][CH2:21][N:20]([CH3:23])[CH2:19][CH2:18]4)[C:11]3=[N:10][CH:9]=2)[N:7]=1)[C:25]1[CH:30]=[CH:29][CH:28]=[CH:27][CH:26]=1, predict the reactants needed to synthesize it. The reactants are: Br[C:2]1[N:7]=[C:6]([C:8]2[N:12]3[CH:13]=[CH:14][N:15]=[C:16]([N:17]4[CH2:22][CH2:21][N:20]([CH3:23])[CH2:19][CH2:18]4)[C:11]3=[N:10][CH:9]=2)[CH:5]=[CH:4][CH:3]=1.[CH2:24]([NH2:31])[C:25]1[CH:30]=[CH:29][CH:28]=[CH:27][CH:26]=1.CN(C1C(C2C(P(C3CCCCC3)C3CCCCC3)=CC=CC=2)=CC=CC=1)C.CC([O-])(C)C.[Na+]. (7) Given the product [Cl:19][I:16]1[C:10]2[CH:11]=[CH:12][C:13]([CH3:15])=[CH:14][C:9]=2[C:3]([C:4]([F:7])([F:6])[F:5])([C:2]([F:1])([F:17])[F:18])[O:8]1, predict the reactants needed to synthesize it. The reactants are: [F:1][C:2]([F:18])([F:17])[C:3]([C:9]1[CH:14]=[C:13]([CH3:15])[CH:12]=[CH:11][C:10]=1[I:16])([OH:8])[C:4]([F:7])([F:6])[F:5].[ClH:19].Cl[O-].[Na+]. (8) The reactants are: [NH2:1][C:2]1[NH:6][NH:5][C:4](=[O:7])[CH:3]=1.[Br:8][C:9]1[CH:10]=[C:11]([CH:14]=[CH:15][C:16]=1[F:17])[CH:12]=O.[C:18]1(=O)[CH2:22][CH2:21][C:20](=[O:23])[CH2:19]1. Given the product [Br:8][C:9]1[CH:10]=[C:11]([CH:12]2[C:3]3[C:4](=[O:7])[NH:5][NH:6][C:2]=3[NH:1][C:18]3[CH2:22][CH2:21][C:20](=[O:23])[C:19]2=3)[CH:14]=[CH:15][C:16]=1[F:17], predict the reactants needed to synthesize it. (9) The reactants are: Cl[C:2]1[CH:7]=[C:6]([N+:8]([O-])=O)[CH:5]=[CH:4][C:3]=1[NH:11][CH2:12][CH2:13][N:14]1[CH2:19][CH2:18][CH:17]([CH3:20])[CH2:16][CH2:15]1.[Cl:21]CCl.CO. Given the product [Cl:21][C:5]1[CH:4]=[C:3]([NH:11][CH2:12][CH2:13][N:14]2[CH2:19][CH2:18][CH:17]([CH3:20])[CH2:16][CH2:15]2)[CH:2]=[CH:7][C:6]=1[NH2:8], predict the reactants needed to synthesize it.